Dataset: Catalyst prediction with 721,799 reactions and 888 catalyst types from USPTO. Task: Predict which catalyst facilitates the given reaction. (1) Reactant: Br[CH2:2][C:3]1([C:9]([O:11][CH3:12])=[O:10])[CH2:7][CH2:6][CH2:5][C:4]1=[O:8].C([SnH](CCCC)CCCC)CCC.CC(N=NC(C#N)(C)C)(C#N)C. Product: [O:8]=[C:4]1[CH2:5][CH2:6][CH2:7][CH:3]([C:9]([O:11][CH3:12])=[O:10])[CH2:2]1. The catalyst class is: 48. (2) Reactant: [F:1][C:2]1[CH:3]=[C:4]([C:12]2[S:16][C:15]([NH2:17])=[N:14][C:13]=2[CH3:18])[CH:5]=[CH:6][C:7]=1[S:8]([CH3:11])(=[O:10])=[O:9].[C:19](N1C=CN=C1)([N:21]1[CH:25]=[CH:24][N:23]=[CH:22]1)=[O:20]. Product: [F:1][C:2]1[CH:3]=[C:4]([C:12]2[S:16][C:15]([NH:17][C:19]([N:21]3[CH:25]=[CH:24][N:23]=[CH:22]3)=[O:20])=[N:14][C:13]=2[CH3:18])[CH:5]=[CH:6][C:7]=1[S:8]([CH3:11])(=[O:9])=[O:10]. The catalyst class is: 2. (3) Reactant: Br[C:2]1[CH:3]=[C:4]([CH:13]=[C:14]([F:16])[CH:15]=1)[O:5][CH2:6][C:7]([NH:9][CH:10]1[CH2:12][CH2:11]1)=[O:8].[B:17]1([B:17]2[O:21][C:20]([CH3:23])([CH3:22])[C:19]([CH3:25])([CH3:24])[O:18]2)[O:21][C:20]([CH3:23])([CH3:22])[C:19]([CH3:25])([CH3:24])[O:18]1.C([O-])(=O)C.[K+]. Product: [CH:10]1([NH:9][C:7](=[O:8])[CH2:6][O:5][C:4]2[CH:3]=[C:2]([B:17]3[O:21][C:20]([CH3:23])([CH3:22])[C:19]([CH3:25])([CH3:24])[O:18]3)[CH:15]=[C:14]([F:16])[CH:13]=2)[CH2:12][CH2:11]1. The catalyst class is: 800. (4) Reactant: [CH2:1]([C:7]1[N:8]=[C:9]([C:14]2[CH:19]=[CH:18][C:17]([CH3:20])=[CH:16][CH:15]=2)[S:10][C:11]=1[CH2:12][OH:13])[CH2:2][CH2:3][CH2:4][CH2:5][CH3:6].[Cr](Cl)([O-])(=O)=O.[NH+]1C=CC=CC=1.C(OCC)C. Product: [CH2:1]([C:7]1[N:8]=[C:9]([C:14]2[CH:19]=[CH:18][C:17]([CH3:20])=[CH:16][CH:15]=2)[S:10][C:11]=1[CH:12]=[O:13])[CH2:2][CH2:3][CH2:4][CH2:5][CH3:6]. The catalyst class is: 2. (5) Reactant: C[Si]([N-][Si](C)(C)C)(C)C.[Li+].C1COCC1.[C:16]([C:19]1[N:20]=[C:21]([CH3:27])[N:22]2[CH:26]=[CH:25][S:24][C:23]=12)(=[O:18])[CH3:17].C([Li])CCC.CCCCCC.[CH2:39]([Sn:43](Cl)([CH2:48][CH2:49][CH2:50][CH3:51])[CH2:44][CH2:45][CH2:46][CH3:47])[CH2:40][CH2:41][CH3:42].[Cl-].[NH4+]. Product: [C:16]([C:19]1[N:20]=[C:21]([CH3:27])[N:22]2[CH:26]=[C:25]([Sn:43]([CH2:44][CH2:45][CH2:46][CH3:47])([CH2:48][CH2:49][CH2:50][CH3:51])[CH2:39][CH2:40][CH2:41][CH3:42])[S:24][C:23]=12)(=[O:18])[CH3:17]. The catalyst class is: 1.